This data is from Drug-target binding data from BindingDB using IC50 measurements. The task is: Regression. Given a target protein amino acid sequence and a drug SMILES string, predict the binding affinity score between them. We predict pIC50 (pIC50 = -log10(IC50 in M); higher means more potent). Dataset: bindingdb_ic50. (1) The compound is Cn1c(-c2ccc(CN3CCCC3)cc2)cc2onc(-c3ccccc3Cl)c2c1=O. The target protein (Q9H773) has sequence MSVAGGEIRGDTGGEDTAAPGRFSFSPEPTLEDIRRLHAEFAAERDWEQFHQPRNLLLALVGEVGELAELFQWKTDGEPGPQGWSPRERAALQEELSDVLIYLVALAARCRVDLPLAVLSKMDINRRRYPAHLARSSSRKYTELPHGAISEDQAVGPADIPCDSTGQTST. The pIC50 is 5.8. (2) The compound is CN(CCCNC(=O)c1ccc2c(c1)N(Cc1cccc(Cl)c1)C(=O)c1ccccc1S2=O)C1CCCCC1. The target protein (P9WJM9) has sequence MQSWYCPPVPVLPGRGPQLRLYDSADRQVRPVAPGSKATMYVCGITPYDATHLGHAATYVTFDLIHRLWLDLGHELHYVQNITDIDDPLFERADRDGVDWRDLAQAEVALFCEDMAALRVLPPQDYVGATEAIAEMVELIEKMLACGAAYVIDREMGEYQDIYFRADATLQFGYESGYDRDTMLRLCEERGGDPRRPGKSDELDALLWRAARPGEPSWPSPFGPGRPGWHVECAAIALSRIGSGLDIQGGGSDLIFPHHEFTAAHAECVSGERRFARHYVHAGMIGWDGHKMSKSRGNLVLVSALRAQDVEPSAVRLGLLAGHYRADRFWSQQVLDEATARLHRWRTATALPAGPAAVDVVARVRRYLADDLDTPKAIAALDGWVTDAVEYGGHDAGAPKLVATAIDALLGVDL. The pIC50 is 4.1. (3) The small molecule is CC1=CC[C@@H]2[C@H](CC[C@H](OC(=O)/C=C/c3ccc(O)cc3)C2(C)C)[C@H]1CC[C@H](C)CC(=O)O. The target protein (P06766) has sequence MSKRKAPQETLNGGITDMLVELANFEKNVSQAIHKYNAYRKAASVIAKYPHKIKSGAEAKKLPGVGTKIAEKIDEFLATGKLRKLEKIRQDDTSSSINFLTRVTGIGPSAARKLVDEGIKTLEDLRKNEDKLNHHQRIGLKYFEDFEKRIPREEMLQMQDIVLNEVKKLDPEYIATVCGSFRRGAESSGDMDVLLTHPNFTSESSKQPKLLHRVVEQLQKVRFITDTLSKGETKFMGVCQLPSENDENEYPHRRIDIRLIPKDQYYCGVLYFTGSDIFNKNMRAHALEKGFTINEYTIRPLGVTGVAGEPLPVDSEQDIFDYIQWRYREPKDRSE. The pIC50 is 5.3.